Predict the product of the given reaction. From a dataset of Forward reaction prediction with 1.9M reactions from USPTO patents (1976-2016). (1) The product is: [ClH:39].[F:38][C:2]([F:1])([F:37])[O:3][C:4]1[CH:9]=[CH:8][C:7]([N:10]2[CH:14]=[N:13][C:12]([C:15]3[CH:36]=[CH:35][C:18]([CH2:19][NH:20][O:21][C@H:22]4[C@H:27]([O:28][CH3:29])[C@H:26]([O:30][CH3:31])[C@@H:25]([O:32][CH3:33])[C@H:24]([CH3:34])[O:23]4)=[CH:17][CH:16]=3)=[N:11]2)=[CH:6][CH:5]=1. Given the reactants [F:1][C:2]([F:38])([F:37])[O:3][C:4]1[CH:9]=[CH:8][C:7]([N:10]2[CH:14]=[N:13][C:12]([C:15]3[CH:36]=[CH:35][C:18]([CH2:19][NH:20][O:21][C@H:22]4[C@H:27]([O:28][CH3:29])[C@H:26]([O:30][CH3:31])[C@@H:25]([O:32][CH3:33])[C@H:24]([CH3:34])[O:23]4)=[CH:17][CH:16]=3)=[N:11]2)=[CH:6][CH:5]=1.[ClH:39], predict the reaction product. (2) Given the reactants [H-].[Na+].[CH2:3]([NH:7][C:8]1[CH:13]=[CH:12][C:11]([C:14]2[CH:19]=[CH:18][C:17]([NH:20][C:21]([C:23]3[CH:28]=[C:27]([N+:29]([O-:31])=[O:30])[CH:26]=[CH:25][C:24]=3[Cl:32])=[O:22])=[CH:16][CH:15]=2)=[CH:10][CH:9]=1)[CH2:4][CH2:5][CH3:6].[CH3:33]I.O, predict the reaction product. The product is: [CH2:3]([N:7]([C:8]1[CH:13]=[CH:12][C:11]([C:14]2[CH:15]=[CH:16][C:17]([NH:20][C:21]([C:23]3[CH:28]=[C:27]([N+:29]([O-:31])=[O:30])[CH:26]=[CH:25][C:24]=3[Cl:32])=[O:22])=[CH:18][CH:19]=2)=[CH:10][CH:9]=1)[CH3:33])[CH2:4][CH2:5][CH3:6]. (3) Given the reactants [N:1]1([C:7]2[CH:8]=[CH:9][C:10]3[O:16][CH2:15][CH2:14][N:13](C(OC(C)(C)C)=O)[CH2:12][C:11]=3[CH:24]=2)[CH2:6][CH2:5][O:4][CH2:3][CH2:2]1.C(OCC)(=O)C.[ClH:31], predict the reaction product. The product is: [ClH:31].[ClH:31].[N:1]1([C:7]2[CH:8]=[CH:9][C:10]3[O:16][CH2:15][CH2:14][NH:13][CH2:12][C:11]=3[CH:24]=2)[CH2:2][CH2:3][O:4][CH2:5][CH2:6]1. (4) The product is: [N:23]([CH2:26][C@H:27]1[O:31][C:30](=[O:32])[N:29]([C:33]2[CH:38]=[CH:37][C:36]([S:39][CH2:40][CH3:41])=[C:35]([F:59])[CH:34]=2)[CH2:28]1)=[N+:24]=[N-:25]. Given the reactants N(C[C@H]1OC(=O)N(C2C=CC(SC)=C(F)C=2)C1)=[N+]=[N-].ICC.[N:23]([CH2:26][C@H:27]1[O:31][C:30](=[O:32])[N:29]([C:33]2[CH:38]=[CH:37][C:36]([S:39][C:40](C3C=CC=CC=3)(C3C=CC=CC=3)[C:41]3C=CC=CC=3)=[C:35]([F:59])[CH:34]=2)[CH2:28]1)=[N+:24]=[N-:25], predict the reaction product. (5) The product is: [CH3:1][C:2]1[C:10]2[C:9](=[O:11])[NH:8][C:7]([CH2:12][C:13]3[CH:17]=[CH:16][S:15][CH:14]=3)=[N:6][C:5]=2[S:4][C:3]=1[C:18]([OH:20])=[O:19]. Given the reactants [CH3:1][C:2]1[C:10]2[C:9](=[O:11])[NH:8][C:7]([CH2:12][C:13]3[CH:17]=[CH:16][S:15][CH:14]=3)=[N:6][C:5]=2[S:4][C:3]=1[C:18]([O:20]CC)=[O:19].[OH-].[Na+].Cl, predict the reaction product. (6) Given the reactants [OH:1][CH:2]1[CH2:7][CH2:6][N:5]([C:8]2[CH:16]=[CH:15][C:11]([C:12]([NH2:14])=[O:13])=[CH:10][N:9]=2)[CH2:4][CH2:3]1.CCN(C(C)C)C(C)C.[C:26](Cl)(=[O:37])[O:27][C:28]1[CH:33]=[CH:32][C:31]([N+:34]([O-:36])=[O:35])=[CH:30][CH:29]=1, predict the reaction product. The product is: [C:26](=[O:37])([O:27][C:28]1[CH:29]=[CH:30][C:31]([N+:34]([O-:36])=[O:35])=[CH:32][CH:33]=1)[O:1][CH:2]1[CH2:3][CH2:4][N:5]([C:8]2[CH:16]=[CH:15][C:11]([C:12](=[O:13])[NH2:14])=[CH:10][N:9]=2)[CH2:6][CH2:7]1.